From a dataset of Reaction yield outcomes from USPTO patents with 853,638 reactions. Predict the reaction yield, written as a fraction of the theoretical maximum amount of product (1.0 means a 100% yield; for example, 0.34 means a 34% yield). (1) The reactants are [CH3:1][O:2][C:3](=[O:13])[CH2:4][NH:5][C:6]([O:8][C:9]([CH3:12])([CH3:11])[CH3:10])=[O:7].[H-].[Na+].Cl[CH2:17][CH2:18][N:19]1[CH2:24][CH2:23][O:22][CH2:21][CH2:20]1. The catalyst is CN(C=O)C.O. The product is [CH3:1][O:2][C:3](=[O:13])[CH2:4][N:5]([C:6]([O:8][C:9]([CH3:10])([CH3:12])[CH3:11])=[O:7])[CH2:17][CH2:18][N:19]1[CH2:24][CH2:23][O:22][CH2:21][CH2:20]1. The yield is 0.0400. (2) The reactants are [Li+].C[Si]([N-][Si](C)(C)C)(C)C.[CH3:11][O:12][C:13]([CH:15]1[CH2:19][C:18](=[O:20])[N:17]([C:21]2[C:26]([CH3:27])=[CH:25][CH:24]=[CH:23][C:22]=2[CH3:28])[CH2:16]1)=[O:14].[NH4+].[Cl-].C1C[O:34][CH2:33]C1. No catalyst specified. The product is [CH3:11][O:12][C:13]([C:15]1([CH2:33][OH:34])[CH2:19][C:18](=[O:20])[N:17]([C:21]2[C:26]([CH3:27])=[CH:25][CH:24]=[CH:23][C:22]=2[CH3:28])[CH2:16]1)=[O:14]. The yield is 0.340. (3) The product is [Br:1][C:2]1[CH:11]=[CH:10][CH:9]=[CH:8][C:3]=1[C:4]1[O:5][CH:12]=[N:7][N:6]=1. No catalyst specified. The reactants are [Br:1][C:2]1[CH:11]=[CH:10][CH:9]=[CH:8][C:3]=1[C:4]([NH:6][NH2:7])=[O:5].[CH:12](OCC)(OCC)OCC. The yield is 0.750. (4) The reactants are [F:1][C:2]([F:12])([F:11])[C:3]1[C:4](=[O:10])[NH:5][C:6](=[O:9])[NH:7][CH:8]=1.C(=O)([O-])[O-].[K+].[K+].I[CH2:20][CH3:21]. The catalyst is CN(C=O)C. The product is [CH2:20]([N:7]1[CH:8]=[C:3]([C:2]([F:11])([F:1])[F:12])[C:4](=[O:10])[NH:5][C:6]1=[O:9])[CH3:21]. The yield is 0.270.